This data is from Catalyst prediction with 721,799 reactions and 888 catalyst types from USPTO. The task is: Predict which catalyst facilitates the given reaction. (1) Reactant: [Br:1][C:2]1[CH:16]=[CH:15][C:5]2[N:6]=[C:7]([NH:9][C:10]([NH:12][CH2:13][CH3:14])=[O:11])[S:8][C:4]=2[C:3]=1[OH:17].[C:18](=O)([O-])[O-].[K+].[K+].IC. Product: [Br:1][C:2]1[CH:16]=[CH:15][C:5]2[N:6]=[C:7]([NH:9][C:10]([NH:12][CH2:13][CH3:14])=[O:11])[S:8][C:4]=2[C:3]=1[O:17][CH3:18]. The catalyst class is: 3. (2) Reactant: [CH:1]([N:4]1[CH2:9][CH2:8][CH:7]([C:10]([OH:12])=O)[CH2:6][CH2:5]1)([CH3:3])[CH3:2].ClC(OCC(C)C)=O.[NH2:21][C:22]1[CH:37]=[CH:36][C:35]([Cl:38])=[CH:34][C:23]=1[C:24]([NH:26][C:27]1[CH:32]=[CH:31][C:30]([Cl:33])=[CH:29][N:28]=1)=[O:25]. Product: [Cl:38][C:35]1[CH:36]=[CH:37][C:22]([NH:21][C:10]([CH:7]2[CH2:6][CH2:5][N:4]([CH:1]([CH3:2])[CH3:3])[CH2:9][CH2:8]2)=[O:12])=[C:23]([CH:34]=1)[C:24]([NH:26][C:27]1[CH:32]=[CH:31][C:30]([Cl:33])=[CH:29][N:28]=1)=[O:25]. The catalyst class is: 198.